From a dataset of Reaction yield outcomes from USPTO patents with 853,638 reactions. Predict the reaction yield, written as a fraction of the theoretical maximum amount of product (1.0 means a 100% yield; for example, 0.34 means a 34% yield). (1) The reactants are [F:1][C:2]1[CH:3]=[C:4]([NH2:20])[CH:5]=[CH:6][C:7]=1[O:8][C:9]1[C:10]2[S:17][C:16]([S:18][CH3:19])=[CH:15][C:11]=2[N:12]=[CH:13][N:14]=1.[C:21]1([CH2:27][C:28]([N:30]=[C:31]=[S:32])=[O:29])[CH:26]=[CH:25][CH:24]=[CH:23][CH:22]=1. The catalyst is C1COCC1. The product is [F:1][C:2]1[CH:3]=[C:4]([NH:20][C:31]([NH:30][C:28](=[O:29])[CH2:27][C:21]2[CH:22]=[CH:23][CH:24]=[CH:25][CH:26]=2)=[S:32])[CH:5]=[CH:6][C:7]=1[O:8][C:9]1[C:10]2[S:17][C:16]([S:18][CH3:19])=[CH:15][C:11]=2[N:12]=[CH:13][N:14]=1. The yield is 0.520. (2) The reactants are [CH:1]1([CH2:6][C@H:7]([CH2:25][N:26]([CH:35]=[O:36])[O:27]CC2C=CC=CC=2)[C:8]([N:10]2[C@H:14]([C:15]([NH:17][C:18]3[CH:23]=[CH:22][N:21]=[CH:20][N:19]=3)=[O:16])[CH2:13][CH2:12][N:11]2[CH3:24])=[O:9])[CH2:5][CH2:4][CH2:3][CH2:2]1. The catalyst is CO.[OH-].[OH-].[Pd+2]. The product is [CH:1]1([CH2:6][C@H:7]([CH2:25][N:26]([CH:35]=[O:36])[OH:27])[C:8]([N:10]2[C@H:14]([C:15]([NH:17][C:18]3[CH:23]=[CH:22][N:21]=[CH:20][N:19]=3)=[O:16])[CH2:13][CH2:12][N:11]2[CH3:24])=[O:9])[CH2:2][CH2:3][CH2:4][CH2:5]1. The yield is 0.713.